Task: Predict the reaction yield, written as a fraction of the theoretical maximum amount of product (1.0 means a 100% yield; for example, 0.34 means a 34% yield).. Dataset: Reaction yield outcomes from USPTO patents with 853,638 reactions (1) The reactants are [NH2:1][C:2]1[S:3][C:4]2[CH:10]=[C:9]([CH2:11][OH:12])[CH:8]=[C:7]([Br:13])[C:5]=2[N:6]=1.[CH3:14][C:15]([O:18][C:19](O[C:19]([O:18][C:15]([CH3:17])([CH3:16])[CH3:14])=[O:20])=[O:20])([CH3:17])[CH3:16].[OH-].[Na+].CO. The catalyst is C1COCC1. The yield is 0.130. The product is [C:15]([O:18][C:19](=[O:20])[NH:1][C:2]1[S:3][C:4]2[CH:10]=[C:9]([CH2:11][OH:12])[CH:8]=[C:7]([Br:13])[C:5]=2[N:6]=1)([CH3:17])([CH3:16])[CH3:14]. (2) The reactants are [Cl:1][C:2]1[CH:7]=[C:6]([O:8][C:9]2[CH:10]=[CH:11][C:12]([NH2:15])=[N:13][CH:14]=2)[CH:5]=[CH:4][N:3]=1.N1C=CC=CC=1.[O:22]=[C:23]1[N:27]([CH:28]2[CH2:33][CH2:32][O:31][CH2:30][CH2:29]2)[CH2:26][CH2:25][N:24]1[C:34](Cl)=[O:35]. The catalyst is C(Cl)Cl. The product is [Cl:1][C:2]1[CH:7]=[C:6]([O:8][C:9]2[CH:10]=[CH:11][C:12]([NH:15][C:34]([N:24]3[CH2:25][CH2:26][N:27]([CH:28]4[CH2:33][CH2:32][O:31][CH2:30][CH2:29]4)[C:23]3=[O:22])=[O:35])=[N:13][CH:14]=2)[CH:5]=[CH:4][N:3]=1. The yield is 1.19. (3) No catalyst specified. The yield is 0.157. The reactants are Cl[C:2]1[N:3]=[C:4]([N:18]2[CH2:23][CH2:22][C:21]([CH3:25])([OH:24])[CH2:20][CH2:19]2)[C:5]2[CH2:10][CH2:9][CH:8]([C:11]3[CH:16]=[CH:15][C:14]([F:17])=[CH:13][CH:12]=3)[C:6]=2[N:7]=1.[Cl:26][C:27]1[N:28]=[CH:29][N:30]([C:32]2[CH:38]=[CH:37][C:35]([NH2:36])=[CH:34][C:33]=2[O:39][CH3:40])[CH:31]=1. The product is [Cl:26][C:27]1[N:28]=[CH:29][N:30]([C:32]2[CH:38]=[CH:37][C:35]([NH:36][C:2]3[N:3]=[C:4]([N:18]4[CH2:23][CH2:22][C:21]([CH3:25])([OH:24])[CH2:20][CH2:19]4)[C:5]4[CH2:10][CH2:9][CH:8]([C:11]5[CH:16]=[CH:15][C:14]([F:17])=[CH:13][CH:12]=5)[C:6]=4[N:7]=3)=[CH:34][C:33]=2[O:39][CH3:40])[CH:31]=1. (4) The reactants are [CH2:1]([C@H:8]([NH:20][C:21](=[O:31])[O:22][C@@H:23]1[C@H:30]2[C@H:26]([O:27][CH2:28][CH2:29]2)[O:25][CH2:24]1)[C@H:9]([OH:19])[CH2:10][NH:11][O:12][CH:13]1[CH2:18][CH2:17][O:16][CH2:15][CH2:14]1)[C:2]1[CH:7]=[CH:6][CH:5]=[CH:4][CH:3]=1.[O:32]1[C:36]2[CH:37]=[CH:38][C:39]([S:41](Cl)(=[O:43])=[O:42])=[CH:40][C:35]=2[O:34][CH2:33]1.C(N(C(C)C)CC)(C)C. The catalyst is C1COCC1.C(OCC)(=O)C. The product is [O:32]1[C:36]2[CH:37]=[CH:38][C:39]([S:41]([N:11]([O:12][CH:13]3[CH2:18][CH2:17][O:16][CH2:15][CH2:14]3)[CH2:10][CH:9]([OH:19])[CH:8]([NH:20][C:21](=[O:31])[O:22][C@@H:23]3[C@H:30]4[C@H:26]([O:27][CH2:28][CH2:29]4)[O:25][CH2:24]3)[CH2:1][C:2]3[CH:3]=[CH:4][CH:5]=[CH:6][CH:7]=3)(=[O:42])=[O:43])=[CH:40][C:35]=2[O:34][CH2:33]1. The yield is 0.390. (5) The reactants are [Br:1][C:2]1[C:9]([CH3:10])=[CH:8][C:5]([C:6]#[N:7])=[C:4]([F:11])[CH:3]=1.S(=O)(=O)(O)[OH:13]. The catalyst is C(O)(C(F)(F)F)=O. The product is [Br:1][C:2]1[C:9]([CH3:10])=[CH:8][C:5]([C:6]([NH2:7])=[O:13])=[C:4]([F:11])[CH:3]=1. The yield is 0.950. (6) The reactants are [C:1]([O:5][C:6]([N:8]1[C@@H:15]2[C@@H:10]([CH2:11][CH2:12][N:13](C(=O)C(F)(F)F)[CH2:14]2)[CH2:9]1)=[O:7])([CH3:4])([CH3:3])[CH3:2].C([O-])([O-])=O.[K+].[K+]. The catalyst is CO.O.[NH4+].[OH-]. The product is [C:1]([O:5][C:6]([N:8]1[C@@H:15]2[C@@H:10]([CH2:11][CH2:12][NH:13][CH2:14]2)[CH2:9]1)=[O:7])([CH3:4])([CH3:2])[CH3:3]. The yield is 0.550. (7) The reactants are [P:1]([O-:21])([O:12][CH2:13][CH:14]([CH2:19][CH3:20])[CH2:15][CH2:16][CH2:17][CH3:18])([O:3][CH2:4][CH:5]([CH2:10][CH3:11])[CH2:6][CH2:7][CH2:8][CH3:9])=[O:2].[Br-].[CH3:23][N+:24]1[CH:28]=[CH:27][N:26]([CH2:29][CH2:30][CH2:31][CH2:32][CH2:33][CH2:34][CH2:35][CH2:36][CH2:37][CH3:38])[CH:25]=1.[OH-].[Na+]. The catalyst is CC(C)=O.O. The product is [CH2:10]([CH:5]([CH2:6][CH2:7][CH2:8][CH3:9])[CH2:4][O:3][P:1]([O-:21])([O:12][CH2:13][CH:14]([CH2:19][CH3:20])[CH2:15][CH2:16][CH2:17][CH3:18])=[O:2])[CH3:11].[CH3:23][N+:24]1[CH:28]=[CH:27][N:26]([CH2:29][CH2:30][CH2:31][CH2:32][CH2:33][CH2:34][CH2:35][CH2:36][CH2:37][CH3:38])[CH:25]=1. The yield is 0.900. (8) The reactants are [CH2:1]([O:8][N:9]1[C:15](=[O:16])[N:14]2[CH2:17][C@H:10]1[CH2:11][CH2:12][C@H:13]2[C:18]([O:20]C)=[O:19])[C:2]1[CH:7]=[CH:6][CH:5]=[CH:4][CH:3]=1.O.O.[OH-].[Li+]. The catalyst is O1CCCC1. The product is [CH2:1]([O:8][N:9]1[C:15](=[O:16])[N:14]2[CH2:17][C@H:10]1[CH2:11][CH2:12][C@H:13]2[C:18]([OH:20])=[O:19])[C:2]1[CH:7]=[CH:6][CH:5]=[CH:4][CH:3]=1. The yield is 0.980.